From a dataset of Full USPTO retrosynthesis dataset with 1.9M reactions from patents (1976-2016). Predict the reactants needed to synthesize the given product. (1) Given the product [CH2:1]([C:3]1[O:7][CH:6]=[N:5][C:4]=1[C:8]([OH:10])=[O:9])[CH3:2], predict the reactants needed to synthesize it. The reactants are: [CH2:1]([C:3]1[O:7][CH:6]=[N:5][C:4]=1[C:8]([O:10]CC)=[O:9])[CH3:2].[OH-].[Na+]. (2) Given the product [C:1]([O:5][C:6](=[O:7])[NH:8][CH2:9][C:10]1[CH:11]=[CH:12][C:13]([C:14]([N:47]2[CH2:48][C:42]3([CH3:41])[CH2:49][CH:46]2[CH2:45][C:44]([CH3:51])([CH3:50])[CH2:43]3)=[O:16])=[CH:17][CH:18]=1)([CH3:2])([CH3:3])[CH3:4], predict the reactants needed to synthesize it. The reactants are: [C:1]([O:5][C:6]([NH:8][CH2:9][C:10]1[CH:18]=[CH:17][C:13]([C:14]([OH:16])=O)=[CH:12][CH:11]=1)=[O:7])([CH3:4])([CH3:3])[CH3:2].C1C=CC2N(O)N=NC=2C=1.CCN=C=NCCCN(C)C.Cl.[CH3:41][C:42]12[CH2:49][CH:46]([NH:47][CH2:48]1)[CH2:45][C:44]([CH3:51])([CH3:50])[CH2:43]2.CCN(C(C)C)C(C)C. (3) Given the product [Br:19][C:6]1[C:7]([O:11][C:12]([CH3:18])([CH3:17])[C:13]([O:15][CH3:16])=[O:14])=[CH:8][CH:9]=[C:10]2[C:5]=1[CH:4]=[CH:3][N:2]=[CH:1]2, predict the reactants needed to synthesize it. The reactants are: [CH:1]1[C:10]2[C:5](=[CH:6][C:7]([O:11][C:12]([CH3:18])([CH3:17])[C:13]([O:15][CH3:16])=[O:14])=[CH:8][CH:9]=2)[CH:4]=[CH:3][N:2]=1.[Br:19]Br. (4) Given the product [O:35]1[CH2:36][CH2:37][CH2:38][CH2:39][CH:34]1[N:31]1[CH:32]=[N:33][C:29]([C:26]2[N:27]=[CH:28][C:23]([C:14]3[N:15]=[C:16]4[N:7]([CH:4]5[CH2:5][CH2:6][O:1][CH2:2][CH2:3]5)[CH2:8][C:9](=[O:21])[NH:10][C:11]4=[N:12][CH:13]=3)=[CH:24][CH:25]=2)=[N:30]1, predict the reactants needed to synthesize it. The reactants are: [O:1]1[CH2:6][CH2:5][CH:4]([N:7]2[C:16]3[C:11](=[N:12][CH:13]=[C:14]([Sn](C)(C)C)[N:15]=3)[NH:10][C:9](=[O:21])[CH2:8]2)[CH2:3][CH2:2]1.Br[C:23]1[CH:24]=[CH:25][C:26]([C:29]2[N:33]=[CH:32][N:31]([CH:34]3[CH2:39][CH2:38][CH2:37][CH2:36][O:35]3)[N:30]=2)=[N:27][CH:28]=1.C1(C)C=CC=CC=1P(C1C=CC=CC=1C)C1C=CC=CC=1C.C(N(CC)CC)C.